From a dataset of Peptide-MHC class I binding affinity with 185,985 pairs from IEDB/IMGT. Regression. Given a peptide amino acid sequence and an MHC pseudo amino acid sequence, predict their binding affinity value. This is MHC class I binding data. The peptide sequence is NSDPNTPDK. The MHC is HLA-A02:06 with pseudo-sequence HLA-A02:06. The binding affinity (normalized) is 0.0847.